Task: Predict the product of the given reaction.. Dataset: Forward reaction prediction with 1.9M reactions from USPTO patents (1976-2016) (1) The product is: [ClH:1].[NH2:46][CH2:45][C@H:42]1[CH2:43][CH2:44][C@H:39]([C:37]([NH:36][C@@H:22]([CH2:21][C:18]2[CH:17]=[CH:16][C:15]([C:12]3[CH:13]=[CH:14][C:9]([S:6](=[O:7])(=[O:8])[NH:5][CH:2]([CH3:4])[CH3:3])=[CH:10][C:11]=3[CH3:54])=[CH:20][CH:19]=2)[C:23](=[O:35])[NH:24][C:25]2[CH:33]=[C:32]3[C:28]([C:29](=[O:34])[NH:30][NH:31]3)=[CH:27][CH:26]=2)=[O:38])[CH2:40][CH2:41]1. Given the reactants [ClH:1].[CH:2]([NH:5][S:6]([C:9]1[CH:14]=[CH:13][C:12]([C:15]2[CH:20]=[CH:19][C:18]([CH2:21][C@H:22]([NH:36][C:37]([C@H:39]3[CH2:44][CH2:43][C@H:42]([CH2:45][NH:46]C(=O)OC(C)(C)C)[CH2:41][CH2:40]3)=[O:38])[C:23](=[O:35])[NH:24][C:25]3[CH:33]=[C:32]4[C:28]([C:29](=[O:34])[NH:30][NH:31]4)=[CH:27][CH:26]=3)=[CH:17][CH:16]=2)=[C:11]([CH3:54])[CH:10]=1)(=[O:8])=[O:7])([CH3:4])[CH3:3].C(#N)C, predict the reaction product. (2) Given the reactants [C:1]([O:5][C:6](=[O:18])[NH:7][C:8]1[CH:13]=[CH:12][C:11](I)=[CH:10][C:9]=1[N+:15]([O-:17])=[O:16])([CH3:4])([CH3:3])[CH3:2].[CH3:19][O:20][C:21]1[CH:26]=[CH:25][C:24](B(O)O)=[CH:23][CH:22]=1, predict the reaction product. The product is: [C:1]([O:5][C:6](=[O:18])[NH:7][C:8]1[CH:13]=[CH:12][C:11]([C:24]2[CH:25]=[CH:26][C:21]([O:20][CH3:19])=[CH:22][CH:23]=2)=[CH:10][C:9]=1[N+:15]([O-:17])=[O:16])([CH3:4])([CH3:3])[CH3:2]. (3) Given the reactants [OH:1][CH:2]1[CH2:7][CH2:6][CH2:5][CH2:4][CH:3]1[NH:8][C:9](=[O:19])[CH2:10]P(=O)(OCC)OCC.[CH:20]1([S:26][C:27]2[CH:34]=[CH:33][CH:32]=[CH:31][C:28]=2[CH:29]=O)[CH2:25][CH2:24][CH2:23][CH2:22][CH2:21]1, predict the reaction product. The product is: [CH:20]1([S:26][C:27]2[CH:34]=[CH:33][CH:32]=[CH:31][C:28]=2/[CH:29]=[CH:10]/[C:9]([NH:8][CH:3]2[CH2:4][CH2:5][CH2:6][CH2:7][CH:2]2[OH:1])=[O:19])[CH2:21][CH2:22][CH2:23][CH2:24][CH2:25]1. (4) Given the reactants [CH:1]1[C:10]2[C:5](=[C:6]([N:11]3[CH2:16][CH2:15][CH:14]([C:17]([OH:19])=O)[CH2:13][CH2:12]3)[CH:7]=[CH:8][CH:9]=2)[CH:4]=[CH:3][N:2]=1.BrC1C=CC=C2C=1C=CN=C2.[N:31]1[C:40]2[C:35](=[CH:36][CH:37]=[CH:38][CH:39]=2)[N:34]=[CH:33][C:32]=1[NH2:41], predict the reaction product. The product is: [N:31]1[C:40]2[C:35](=[CH:36][CH:37]=[CH:38][CH:39]=2)[N:34]=[CH:33][C:32]=1[NH:41][C:17]([CH:14]1[CH2:13][CH2:12][N:11]([C:6]2[CH:7]=[CH:8][CH:9]=[C:10]3[C:5]=2[CH:4]=[CH:3][N:2]=[CH:1]3)[CH2:16][CH2:15]1)=[O:19]. (5) Given the reactants [F:1][C:2]([F:13])([F:12])[C:3]1[CH:11]=[CH:10][C:6]([C:7]([OH:9])=O)=[CH:5][CH:4]=1.[CH2:14]([O:16][C:17](=[O:39])[C:18]([O:21][C:22]1[CH:27]=[CH:26][C:25]([O:28][C:29]2[CH:34]=[CH:33][CH:32]=[C:31]([CH2:35][NH2:36])[CH:30]=2)=[CH:24][C:23]=1[CH2:37]C)([CH3:20])[CH3:19])[CH3:15], predict the reaction product. The product is: [CH2:14]([O:16][C:17](=[O:39])[C:18]([CH3:20])([O:21][C:22]1[CH:27]=[CH:26][C:25]([O:28][C:29]2[CH:34]=[CH:33][CH:32]=[C:31]([CH2:35][NH:36][C:7](=[O:9])[C:6]3[CH:5]=[CH:4][C:3]([C:2]([F:1])([F:13])[F:12])=[CH:11][CH:10]=3)[CH:30]=2)=[CH:24][C:23]=1[CH3:37])[CH3:19])[CH3:15]. (6) Given the reactants C([O:4][C:5]1[CH:10]=[C:9]([C:11]#[N:12])[C:8](Br)=[C:7]([C:14]#[N:15])[C:6]=1[O:16]C(=O)C)(=O)C.[F:20][C:21]1[CH:26]=[CH:25][C:24](B(O)O)=[CH:23][CH:22]=1, predict the reaction product. The product is: [F:20][C:21]1[CH:26]=[CH:25][C:24]([C:8]2[C:7]([C:14]#[N:15])=[C:6]([OH:16])[C:5]([OH:4])=[CH:10][C:9]=2[C:11]#[N:12])=[CH:23][CH:22]=1.